This data is from Catalyst prediction with 721,799 reactions and 888 catalyst types from USPTO. The task is: Predict which catalyst facilitates the given reaction. (1) Reactant: CS(O[CH2:6][C:7]1[N:11]([C:12]2[CH:17]=[CH:16][C:15]([C:18]([NH:20][CH2:21][CH3:22])=[O:19])=[CH:14][CH:13]=2)[N:10]=[N:9][C:8]=1[C:23]([NH:25][CH:26]1[CH2:28][CH2:27]1)=[O:24])(=O)=O.C(=O)([O-])[O-].[K+].[K+].[NH:35]1[CH2:39][CH2:38][CH2:37][CH2:36]1. Product: [CH:26]1([NH:25][C:23]([C:8]2[N:9]=[N:10][N:11]([C:12]3[CH:13]=[CH:14][C:15]([C:18]([NH:20][CH2:21][CH3:22])=[O:19])=[CH:16][CH:17]=3)[C:7]=2[CH2:6][N:35]2[CH2:39][CH2:38][CH2:37][CH2:36]2)=[O:24])[CH2:28][CH2:27]1. The catalyst class is: 115. (2) Product: [S:21]1[C:25]2[CH:26]=[CH:27][CH:28]=[C:29]([O:30][C:31]3[CH:37]=[CH:36][C:34]([NH:35][C:2]4[C:3]5[N:10]([CH2:11][CH2:12][NH:13][C:14](=[O:20])[O:15][C:16]([CH3:19])([CH3:18])[CH3:17])[CH:9]=[CH:8][C:4]=5[N:5]=[CH:6][N:7]=4)=[CH:33][C:32]=3[Cl:38])[C:24]=2[CH:23]=[N:22]1. The catalyst class is: 32. Reactant: Cl[C:2]1[C:3]2[N:10]([CH2:11][CH2:12][NH:13][C:14](=[O:20])[O:15][C:16]([CH3:19])([CH3:18])[CH3:17])[CH:9]=[CH:8][C:4]=2[N:5]=[CH:6][N:7]=1.[S:21]1[C:25]2[CH:26]=[CH:27][CH:28]=[C:29]([O:30][C:31]3[CH:37]=[CH:36][C:34]([NH2:35])=[CH:33][C:32]=3[Cl:38])[C:24]=2[CH:23]=[N:22]1.C(=O)([O-])O.[Na+]. (3) Reactant: Br[C:2]1[N:7]=[C:6]([CH3:8])[C:5]([NH:9][C:10]([C:12]2[O:13][CH:14]=[CH:15][C:16]=2[CH3:17])=[O:11])=[C:4]([CH3:18])[CH:3]=1.[CH2:19]1[CH2:25][O:24][CH2:23][CH2:22][NH:21][CH2:20]1.Cl.C1C=CC(P(C2C(C3C(P(C4C=CC=CC=4)C4C=CC=CC=4)=CC=C4C=3C=CC=C4)=C3C(C=CC=C3)=CC=2)C2C=CC=CC=2)=CC=1.CC(C)([O-])C.[K+]. Product: [CH3:8][C:6]1[C:5]([NH:9][C:10]([C:12]2[O:13][CH:14]=[CH:15][C:16]=2[CH3:17])=[O:11])=[C:4]([CH3:18])[CH:3]=[C:2]([N:21]2[CH2:20][CH2:19][CH2:25][O:24][CH2:23][CH2:22]2)[N:7]=1. The catalyst class is: 101.